This data is from Catalyst prediction with 721,799 reactions and 888 catalyst types from USPTO. The task is: Predict which catalyst facilitates the given reaction. (1) The catalyst class is: 8. Product: [C:1]([O:5][C:6]1[N:11]=[C:10]([CH2:12][CH2:13][N:23]2[CH2:22][CH2:21][CH:20]([CH2:19][O:18][C:17]3[CH:26]=[CH:27][CH:28]=[CH:29][C:16]=3[F:15])[CH2:25][CH2:24]2)[CH:9]=[CH:8][N:7]=1)([CH3:4])([CH3:3])[CH3:2]. Reactant: [C:1]([O:5][C:6]1[N:11]=[C:10]([CH:12]=[CH2:13])[CH:9]=[CH:8][N:7]=1)([CH3:4])([CH3:3])[CH3:2].Cl.[F:15][C:16]1[CH:29]=[CH:28][CH:27]=[CH:26][C:17]=1[O:18][CH2:19][CH:20]1[CH2:25][CH2:24][NH:23][CH2:22][CH2:21]1.C(=O)([O-])[O-].[K+].[K+].C(OCC)(=O)C. (2) The catalyst class is: 7. Reactant: [OH:1][CH2:2][C:3]1([CH2:15][OH:16])[CH2:9][CH2:8][CH2:7][C:6]2[CH:10]=[CH:11][CH:12]=[CH:13][C:5]=2[C:4]1=[O:14].C(N(CC)CC)C.[F:24][C:25]([F:36])([F:35])[C:26]1[CH:27]=[C:28]([N:32]=[C:33]=[S:34])[CH:29]=[CH:30][CH:31]=1. Product: [OH:16][CH2:15][C:3]1([CH2:2][O:1][C:33](=[S:34])[NH:32][C:28]2[CH:29]=[CH:30][CH:31]=[C:26]([C:25]([F:24])([F:35])[F:36])[CH:27]=2)[CH2:9][CH2:8][CH2:7][C:6]2[CH:10]=[CH:11][CH:12]=[CH:13][C:5]=2[C:4]1=[O:14]. (3) Reactant: C(NC(C)C)(C)C.[Cl:8][C:9]1[C:10]([O:24][C:25]2[CH:30]=[CH:29][CH:28]=[CH:27][CH:26]=2)=[CH:11][C:12]2[N:16]=[CH:15][N:14]([CH2:17][O:18][CH2:19][CH2:20][O:21][CH3:22])[C:13]=2[CH:23]=1.[Cl:31]N1C(=O)CCC1=O.[NH4+].[Cl-]. Product: [Cl:31][C:15]1[N:14]([CH2:17][O:18][CH2:19][CH2:20][O:21][CH3:22])[C:13]2[CH:23]=[C:9]([Cl:8])[C:10]([O:24][C:25]3[CH:30]=[CH:29][CH:28]=[CH:27][CH:26]=3)=[CH:11][C:12]=2[N:16]=1. The catalyst class is: 1. (4) Reactant: Br[C:2]1[CH:24]=[C:23]([F:25])[CH:22]=[CH:21][C:3]=1[O:4][CH2:5][C:6]([N:8]([CH:18]([CH3:20])[CH3:19])[NH:9][C:10](=[O:17])[C:11]1[CH:16]=[CH:15][CH:14]=[CH:13][CH:12]=1)=[O:7].C([O-])([O-])=O.[Na+].[Na+].[CH:32]([C:35]1[CH:36]=[C:37]([CH:42]=[CH:43][CH:44]=1)CB(O)O)([CH3:34])[CH3:33]. Product: [F:25][C:23]1[CH:22]=[CH:21][C:3]([O:4][CH2:5][C:6]([N:8]([CH:18]([CH3:20])[CH3:19])[NH:9][C:10](=[O:17])[C:11]2[CH:16]=[CH:15][CH:14]=[CH:13][CH:12]=2)=[O:7])=[C:2]([C:43]2[CH:42]=[CH:37][CH:36]=[C:35]([CH:32]([CH3:34])[CH3:33])[CH:44]=2)[CH:24]=1. The catalyst class is: 57. (5) Reactant: Br[C:2]1[CH:3]=[N:4][CH:5]=[CH:6][CH:7]=1.[NH2:8][C@H:9]1[C:18]2[C:13](=[CH:14][CH:15]=[C:16]([N:19]3[CH2:24][CH2:23][O:22][CH2:21][CH2:20]3)[CH:17]=2)[N:12]([C:25](=[O:27])[CH3:26])[C@@H:11]([CH3:28])[C@@H:10]1[CH3:29].CN(C1C(C2C(P(C3CCCCC3)C3CCCCC3)=CC=CC=2)=CC=CC=1)C.CC(C)([O-])C.[Na+]. Product: [CH3:28][C@H:11]1[C@H:10]([CH3:29])[C@@H:9]([NH:8][C:2]2[CH:3]=[N:4][CH:5]=[CH:6][CH:7]=2)[C:18]2[C:13](=[CH:14][CH:15]=[C:16]([N:19]3[CH2:20][CH2:21][O:22][CH2:23][CH2:24]3)[CH:17]=2)[N:12]1[C:25](=[O:27])[CH3:26]. The catalyst class is: 62. (6) Product: [C:1]([O:5][C:6]([N:8]1[CH2:12][CH2:11][C:10]([C:18]2[CH:19]=[CH:20][C:15]([Cl:14])=[CH:16][CH:17]=2)([OH:13])[CH2:9]1)=[O:7])([CH3:4])([CH3:2])[CH3:3]. Reactant: [C:1]([O:5][C:6]([N:8]1[CH2:12][CH2:11][C:10](=[O:13])[CH2:9]1)=[O:7])([CH3:4])([CH3:3])[CH3:2].[Cl:14][C:15]1[CH:20]=[CH:19][C:18]([Mg]Br)=[CH:17][CH:16]=1. The catalyst class is: 7. (7) Reactant: [N:1]([CH2:4][C@@H:5]1[O:11][C:10]2[C:12]([C:16]3[C:21]([Cl:22])=[CH:20][CH:19]=[CH:18][C:17]=3[Cl:23])=[CH:13][CH:14]=[CH:15][C:9]=2[CH2:8][CH2:7][CH2:6]1)=[N+]=[N-].C1(P(C2C=CC=CC=2)C2C=CC=CC=2)C=CC=CC=1. Product: [Cl:23][C:17]1[CH:18]=[CH:19][CH:20]=[C:21]([Cl:22])[C:16]=1[C:12]1[C:10]2[O:11][C@@H:5]([CH2:4][NH2:1])[CH2:6][CH2:7][CH2:8][C:9]=2[CH:15]=[CH:14][CH:13]=1. The catalyst class is: 30.